Dataset: Peptide-MHC class II binding affinity with 134,281 pairs from IEDB. Task: Regression. Given a peptide amino acid sequence and an MHC pseudo amino acid sequence, predict their binding affinity value. This is MHC class II binding data. (1) The peptide sequence is PLSWSKEIYNYMEPY. The MHC is DRB1_0701 with pseudo-sequence DRB1_0701. The binding affinity (normalized) is 0.408. (2) The peptide sequence is LVKTESWILRNPGYALVA. The MHC is DRB1_1501 with pseudo-sequence DRB1_1501. The binding affinity (normalized) is 0.665. (3) The binding affinity (normalized) is 0.388. The MHC is DRB4_0101 with pseudo-sequence DRB4_0103. The peptide sequence is SAIQGNVTSIHSLLD. (4) The peptide sequence is AYESYKFIPALEAAVKQAYAATVAAA. The MHC is HLA-DQA10401-DQB10402 with pseudo-sequence HLA-DQA10401-DQB10402. The binding affinity (normalized) is 0.441. (5) The peptide sequence is YTAEGGEIHELLRLQ. The MHC is HLA-DPA10103-DPB10401 with pseudo-sequence HLA-DPA10103-DPB10401. The binding affinity (normalized) is 0.259.